Dataset: Full USPTO retrosynthesis dataset with 1.9M reactions from patents (1976-2016). Task: Predict the reactants needed to synthesize the given product. (1) Given the product [F:1][C:2]1[CH:3]=[C:4]([CH:22]=[CH:23][C:24]=1[C:25]([F:27])([F:26])[F:28])[CH2:5][C@H:6]1[CH2:11][C@@H:10]([C:12]2[O:16][NH:15][C:14](=[O:17])[CH:13]=2)[CH2:9][CH2:8][NH:7]1, predict the reactants needed to synthesize it. The reactants are: [F:1][C:2]1[CH:3]=[C:4]([CH:22]=[CH:23][C:24]=1[C:25]([F:28])([F:27])[F:26])[CH2:5][C@H:6]1[CH2:11][C@@H:10]([C:12]2[O:16][NH:15][C:14](=[O:17])[CH:13]=2)[CH2:9][CH2:8][N:7]1C(OC)=O.Br. (2) Given the product [F:36][CH:16]1[CH:15]([NH:14][CH2:12][C:10]2[CH:9]=[CH:8][C:5]3[O:6][CH2:7][C:2](=[O:1])[NH:3][C:4]=3[N:11]=2)[CH2:20][CH2:19][N:18]([CH2:21][CH2:22][N:23]2[C:32]3[C:27](=[CH:28][CH:29]=[C:30]([O:33][CH3:34])[CH:31]=3)[N:26]=[CH:25][C:24]2=[O:35])[CH2:17]1, predict the reactants needed to synthesize it. The reactants are: [O:1]=[C:2]1[CH2:7][O:6][C:5]2[CH:8]=[CH:9][C:10]([CH:12]=O)=[N:11][C:4]=2[NH:3]1.[NH2:14][CH:15]1[CH2:20][CH2:19][N:18]([CH2:21][CH2:22][N:23]2[C:32]3[C:27](=[CH:28][CH:29]=[C:30]([O:33][CH3:34])[CH:31]=3)[N:26]=[CH:25][C:24]2=[O:35])[CH2:17][CH:16]1[F:36]. (3) Given the product [Cl:17][CH2:9][C:8]1[C:3]([O:2][CH3:1])=[N:4][CH:5]=[C:6]([C:11]([F:14])([F:13])[F:12])[CH:7]=1, predict the reactants needed to synthesize it. The reactants are: [CH3:1][O:2][C:3]1[C:8]([CH2:9]O)=[CH:7][C:6]([C:11]([F:14])([F:13])[F:12])=[CH:5][N:4]=1.S(Cl)([Cl:17])=O. (4) Given the product [CH2:1]([O:3][C:4]([C@@H:5]1[CH2:15][C@H:6]1[C:7]1[CH:8]=[CH:9][C:10]([Br:13])=[CH:11][CH:12]=1)=[O:14])[CH3:2], predict the reactants needed to synthesize it. The reactants are: [CH2:1]([O:3][C:4](=[O:14])/[CH:5]=[CH:6]/[C:7]1[CH:12]=[CH:11][C:10]([Br:13])=[CH:9][CH:8]=1)[CH3:2].[CH2:15]1COCC1. (5) The reactants are: BrC1C=CC2OC3C(=O)NC(C4CCN(C(OC(C)(C)C)=O)CC4)=NC=3C=2C=1.[Br:29][C:30]1[CH:31]=[CH:32][C:33]2[O:37][C:36]([C:38](=[O:40])[NH2:39])=[C:35]([NH:41][C:42]([C:44]3[CH:45]=[C:46]4[C:51](=[CH:52][CH:53]=3)[CH2:50][N:49]([C:54]([O:56][C:57]([CH3:60])([CH3:59])[CH3:58])=[O:55])[CH2:48][CH2:47]4)=O)[C:34]=2[CH:61]=1.BrC1C=CC2OC(C(=O)N)=C(NC(C3CCN(C(OC(C)(C)C)=O)CC3)=O)C=2C=1. Given the product [Br:29][C:30]1[CH:31]=[CH:32][C:33]2[O:37][C:36]3[C:38](=[O:40])[NH:39][C:42]([C:44]4[CH:45]=[C:46]5[C:51](=[CH:52][CH:53]=4)[CH2:50][N:49]([C:54]([O:56][C:57]([CH3:60])([CH3:59])[CH3:58])=[O:55])[CH2:48][CH2:47]5)=[N:41][C:35]=3[C:34]=2[CH:61]=1, predict the reactants needed to synthesize it.